From a dataset of Catalyst prediction with 721,799 reactions and 888 catalyst types from USPTO. Predict which catalyst facilitates the given reaction. (1) Reactant: [CH3:1][CH2:2][O:3][C:4]([C:6]1[CH:11]([C:12]2[CH:13]=[CH:14][CH:15]=[CH:16][C:17]=2[Cl:18])[C:10]([C:19]([O:21][CH3:22])=[O:20])=[C:9]([CH3:23])[NH:8][C:7]=1[CH2:24][O:25][CH2:26][CH2:27][NH2:28])=[O:5].[C:29]12([CH2:39][S:40]([OH:43])(=[O:42])=[O:41])[C:36]([CH3:38])([CH3:37])[CH:33]([CH2:34][CH2:35]1)[CH2:32][C:30]2=[O:31]. Product: [CH3:1][CH2:2][O:3][C:4]([C:6]1[CH:11]([C:12]2[C:17]([Cl:18])=[CH:16][CH:15]=[CH:14][CH:13]=2)[C:10]([C:19]([O:21][CH3:22])=[O:20])=[C:9]([CH3:23])[NH:8][C:7]=1[CH2:24][O:25][CH2:26][CH2:27][NH2:28])=[O:5].[CH3:37][C:36]1([CH3:38])[C@:29]2([CH2:39][S:40]([OH:43])(=[O:42])=[O:41])[C:30]([CH2:32][C@H:33]1[CH2:34][CH2:35]2)=[O:31]. The catalyst class is: 5. (2) Product: [CH2:8]([C:4]1[CH:5]=[N:6][CH:7]=[C:2]([N:15]2[CH2:20][CH2:19][NH:18][CH2:17][CH2:16]2)[N:3]=1)[C:9]1[CH:14]=[CH:13][CH:12]=[CH:11][CH:10]=1. The catalyst class is: 245. Reactant: Cl[C:2]1[CH:7]=[N:6][CH:5]=[C:4]([CH2:8][C:9]2[CH:14]=[CH:13][CH:12]=[CH:11][CH:10]=2)[N:3]=1.[NH:15]1[CH2:20][CH2:19][NH:18][CH2:17][CH2:16]1.C([O-])([O-])=O.[K+].[K+].N[C@H](C(O)=O)[C@@H](C)O. (3) Reactant: [Br:1][C:2]1[C:3](=[O:20])[NH:4][C:5](=[O:19])[N:6]([C@H:8]2[C@@:12]([F:14])([CH3:13])[C@H:11]([OH:15])[C@@:10]([F:18])([CH2:16][OH:17])[O:9]2)[CH:7]=1.C([Mg]Cl)(C)(C)C.Cl[C:28]1[CH:37]=[CH:36][C:35]2[C:30](=[CH:31][CH:32]=[CH:33][CH:34]=2)[C:29]=1[O:38][P:39](=[N:41][C@@H:42]([CH3:49])[C:43]([O:45][CH:46]([CH3:48])[CH3:47])=[O:44])=[O:40].CO. Product: [CH:46]([O:45][C:43](=[O:44])[C@@H:42]([N:41]=[P:39]([O:38][C:29]1[C:30]2[C:35](=[CH:34][CH:33]=[CH:32][CH:31]=2)[CH:36]=[CH:37][C:28]=1[O:17][CH2:16][C@:10]1([F:18])[C@@H:11]([OH:15])[C@:12]([F:14])([CH3:13])[C@H:8]([N:6]2[CH:7]=[C:2]([Br:1])[C:3](=[O:20])[NH:4][C:5]2=[O:19])[O:9]1)=[O:40])[CH3:49])([CH3:47])[CH3:48]. The catalyst class is: 1. (4) Reactant: [OH:1][C:2]1[CH:13]=[CH:12][C:5]2[NH:6]C(=O)[O:8][C:9](=O)[C:4]=2[CH:3]=1.[CH3:14][NH2:15]. Product: [NH2:6][C:5]1[CH:12]=[CH:13][C:2]([OH:1])=[CH:3][C:4]=1[C:9]([NH:15][CH3:14])=[O:8]. The catalyst class is: 8. (5) Reactant: IP(I)I.[Br:5][C:6]1[CH:7]=[C:8]2[C:18](=[CH:19][CH:20]=1)[O:17][C:11]1[CH:12]=[N:13][C:14]([Cl:16])=[CH:15][C:10]=1[C:9]2([CH2:22][O:23][CH:24]([CH:29]1[CH2:34][CH2:33][CH2:32][CH2:31][CH2:30]1)[CH2:25][N+:26]([O-])=O)[NH2:21]. Product: [NH2:21][C:9]1([CH2:22][O:23][CH:24]([CH:29]2[CH2:34][CH2:33][CH2:32][CH2:31][CH2:30]2)[C:25]#[N:26])[C:10]2[CH:15]=[C:14]([Cl:16])[N:13]=[CH:12][C:11]=2[O:17][C:18]2[C:8]1=[CH:7][C:6]([Br:5])=[CH:20][CH:19]=2. The catalyst class is: 2. (6) Reactant: [CH3:1][C:2]1[CH:10]=[CH:9][C:5](C(O)=O)=[CH:4][N:3]=1.C([N:13]([CH2:16]C)CC)C.C1(P(N=[N+]=[N-])(C2C=CC=CC=2)=[O:25])C=CC=CC=1.[C:35]([OH:39])([CH3:38])([CH3:37])[CH3:36]. Product: [C:35]([O:39][C:16]([NH:13][C:5]1[CH:9]=[CH:10][C:2]([CH3:1])=[N:3][CH:4]=1)=[O:25])([CH3:38])([CH3:37])[CH3:36]. The catalyst class is: 12.